Dataset: Full USPTO retrosynthesis dataset with 1.9M reactions from patents (1976-2016). Task: Predict the reactants needed to synthesize the given product. Given the product [CH3:4][C@H:3]([NH:5][C:14]1[C:15]2[CH:34]=[CH:33][NH:32][C:16]=2[N:17]=[C:18]([NH:20][C:21]2[CH:22]=[C:23]([NH:27][S:28]([CH3:31])(=[O:30])=[O:29])[CH:24]=[CH:25][CH:26]=2)[N:19]=1)[C:2]([CH3:7])([CH3:6])[CH3:1], predict the reactants needed to synthesize it. The reactants are: [CH3:1][C:2]([CH3:7])([CH3:6])[C@@H:3]([NH2:5])[CH3:4].C1(N)CCC1.Cl[C:14]1[C:15]2[CH:34]=[CH:33][NH:32][C:16]=2[N:17]=[C:18]([NH:20][C:21]2[CH:22]=[C:23]([NH:27][S:28]([CH3:31])(=[O:30])=[O:29])[CH:24]=[CH:25][CH:26]=2)[N:19]=1.ClC1N=C(NC2C=C(NS(C)(=O)=O)C=CC=2)N=C2C=1N=CN2.